Predict the reaction yield, written as a fraction of the theoretical maximum amount of product (1.0 means a 100% yield; for example, 0.34 means a 34% yield). From a dataset of Reaction yield outcomes from USPTO patents with 853,638 reactions. (1) The reactants are C(N(CC)C(C)C)(C)C.FC(F)(F)C(O)=O.[S:17]1[C:21]2[CH:22]=[CH:23][CH:24]=[CH:25][C:20]=2[N:19]=[C:18]1[C:26]1[CH:31]=[CH:30][C:29]([C:32]([N:34]2[CH2:39][CH2:38][NH:37][CH2:36][CH2:35]2)=[O:33])=[CH:28][CH:27]=1.[OH:40][C:41]1([C:44](O)=[O:45])[CH2:43][CH2:42]1.CN(C(ON1N=NC2C1=CC=CC=2)=[N+](C)C)C.F[P-](F)(F)(F)(F)F. The catalyst is CN(C=O)C.O. The product is [S:17]1[C:21]2[CH:22]=[CH:23][CH:24]=[CH:25][C:20]=2[N:19]=[C:18]1[C:26]1[CH:31]=[CH:30][C:29]([C:32]([N:34]2[CH2:35][CH2:36][N:37]([C:44]([C:41]3([OH:40])[CH2:43][CH2:42]3)=[O:45])[CH2:38][CH2:39]2)=[O:33])=[CH:28][CH:27]=1. The yield is 0.470. (2) The reactants are [Br:1][C:2]1[CH:7]=[CH:6][C:5]([NH:8][C:9]2[C:10]([C:20]([OH:22])=O)=[CH:11][C:12]3[N:16]([CH3:17])[CH:15]=[N:14][C:13]=3[C:18]=2[F:19])=[C:4]([Cl:23])[CH:3]=1.[CH:24]([O:26][CH2:27][CH2:28][O:29][NH2:30])=[CH2:25].C1C=CC2N(O)N=NC=2C=1.C(N(CC)CC)C.CCN=C=NCCCN(C)C. The product is [CH:24]([O:26][CH2:27][CH2:28][O:29][NH:30][C:20]([C:10]1[C:9]([NH:8][C:5]2[CH:6]=[CH:7][C:2]([Br:1])=[CH:3][C:4]=2[Cl:23])=[C:18]([F:19])[C:13]2[N:14]=[CH:15][N:16]([CH3:17])[C:12]=2[CH:11]=1)=[O:22])=[CH2:25]. The yield is 0.900. The catalyst is CN(C)C=O.C(OCC)(=O)C. (3) The reactants are C(O)(=O)CC(CC(O)=O)(C(O)=O)O.[Si:14]([O:21][CH2:22][C:23]([N:26]1[C:30]2[N:31]=[CH:32][N:33]=[CH:34][C:29]=2[C:28]([C:35]([C:37]2[CH:42]=[CH:41][N:40]=[C:39]([N:43]=C(C3C=CC=CC=3)C3C=CC=CC=3)[CH:38]=2)=[O:36])=[CH:27]1)([CH3:25])[CH3:24])([C:17]([CH3:20])([CH3:19])[CH3:18])([CH3:16])[CH3:15].O.[OH-].[Na+]. The catalyst is C1COCC1.C(OCC)(=O)C. The product is [NH2:43][C:39]1[CH:38]=[C:37]([C:35]([C:28]2[C:29]3[CH:34]=[N:33][CH:32]=[N:31][C:30]=3[N:26]([C:23]([CH3:25])([CH3:24])[CH2:22][O:21][Si:14]([C:17]([CH3:20])([CH3:19])[CH3:18])([CH3:15])[CH3:16])[CH:27]=2)=[O:36])[CH:42]=[CH:41][N:40]=1. The yield is 0.590.